The task is: Binary Classification. Given a drug SMILES string, predict its activity (active/inactive) in a high-throughput screening assay against a specified biological target.. This data is from Cav3 T-type calcium channel HTS with 100,875 compounds. (1) The molecule is S(Cc1cc(ccc1)C#N)c1oc(nn1)c1ccc(OC)cc1. The result is 0 (inactive). (2) The compound is O=C(NCc1cc(OC)ccc1)Cc1c2c([nH]c1C(O)=O)cccc2. The result is 0 (inactive). (3) The molecule is O=C1N(C2CCCCC2)C(=O)CC1Cc1cc(ccc1)C. The result is 0 (inactive). (4) The compound is O1CCNCCOCCOCCNCC1. The result is 0 (inactive). (5) The compound is S(C(CC(=O)c1occc1)c1sccc1)c1ccccc1. The result is 0 (inactive). (6) The drug is S(=O)(=O)(N1CCN(CC1)C\C=C\c1ccccc1)Cc1ccccc1. The result is 0 (inactive). (7) The drug is O=C/1C(CC=C)=CC=CC1=C\Nn1cnnc1. The result is 0 (inactive).